This data is from Forward reaction prediction with 1.9M reactions from USPTO patents (1976-2016). The task is: Predict the product of the given reaction. (1) Given the reactants [CH3:1][O:2][CH:3]1[CH2:20][N:19](C(OC(C)(C)C)=O)[CH2:18][CH2:17][C:4]21[C:8](=[O:9])[N:7]([C:10]1[CH2:11][O:12][C:13](=[O:16])[C:14]=1[CH3:15])[CH2:6][CH2:5]2.[OH:28][CH:29]1[CH2:46][N:45]([C:47]([O:49][C:50]([CH3:53])([CH3:52])[CH3:51])=[O:48])[CH2:44][CH2:43][C:30]21[C:34](=[O:35])[N:33]([C:36]1[CH2:37][O:38][C:39](=[O:42])[C:40]=1[CH3:41])[CH2:32][CH2:31]2, predict the reaction product. The product is: [CH3:1][O:2][CH:3]1[CH2:20][NH:19][CH2:18][CH2:17][C:4]21[C:8](=[O:9])[N:7]([C:10]1[CH2:11][O:12][C:13](=[O:16])[C:14]=1[CH3:15])[CH2:6][CH2:5]2.[OH:28][CH:29]1[CH2:46][N:45]([C:47]([O:49][C:50]([CH3:53])([CH3:52])[CH3:51])=[O:48])[CH2:44][CH2:43][C:30]21[C:34](=[O:35])[N:33]([C:36]1[CH2:37][O:38][C:39](=[O:42])[C:40]=1[CH3:41])[CH2:32][CH2:31]2. (2) Given the reactants Cl.Cl.Cl.[CH3:4][N:5]1[CH2:10][CH2:9][CH:8]([N:11]2[CH2:14][C:13]3([CH2:17][NH:16][CH2:15]3)[CH2:12]2)[CH2:7][CH2:6]1.CCN(C(C)C)C(C)C.Cl[C:28]1([C:40]2[CH:45]=[CH:44][CH:43]=[CH:42][C:41]=2[O:46][CH3:47])[C:36]2[C:31](=[CH:32][CH:33]=[C:34]([C:37]#[N:38])[CH:35]=2)[NH:30][C:29]1=[O:39].CO.C(Cl)Cl, predict the reaction product. The product is: [CH3:47][O:46][C:41]1[CH:42]=[CH:43][CH:44]=[CH:45][C:40]=1[C:28]1([N:16]2[CH2:15][C:13]3([CH2:14][N:11]([CH:8]4[CH2:7][CH2:6][N:5]([CH3:4])[CH2:10][CH2:9]4)[CH2:12]3)[CH2:17]2)[C:36]2[C:31](=[CH:32][CH:33]=[C:34]([C:37]#[N:38])[CH:35]=2)[NH:30][C:29]1=[O:39]. (3) Given the reactants Cl[C:2]1[CH:3]=[C:4]([NH:14][C:15]2[CH:20]=[CH:19][C:18]([N:21]3[CH2:26][CH2:25][N:24](C(OC(C)(C)C)=O)[CH2:23][CH2:22]3)=[CH:17][C:16]=2[O:34][CH3:35])[C:5]2[C:11](=[O:12])[NH:10][CH2:9][CH2:8][NH:7][C:6]=2[N:13]=1.[Br-].[Cl:37][C:38]1[CH:45]=[CH:44][CH:43]=[C:42]([Cl:46])[C:39]=1[CH2:40][Zn+], predict the reaction product. The product is: [Cl:37][C:38]1[CH:45]=[CH:44][CH:43]=[C:42]([Cl:46])[C:39]=1[CH2:40][C:2]1[CH:3]=[C:4]([NH:14][C:15]2[CH:20]=[CH:19][C:18]([N:21]3[CH2:22][CH2:23][NH:24][CH2:25][CH2:26]3)=[CH:17][C:16]=2[O:34][CH3:35])[C:5]2[C:11](=[O:12])[NH:10][CH2:9][CH2:8][NH:7][C:6]=2[N:13]=1. (4) Given the reactants [NH2:1][C:2]1[CH:3]=[C:4]([CH2:8][OH:9])[CH:5]=[CH:6][CH:7]=1.[C:10](O[C:10]([O:12][C:13]([CH3:16])([CH3:15])[CH3:14])=[O:11])([O:12][C:13]([CH3:16])([CH3:15])[CH3:14])=[O:11], predict the reaction product. The product is: [C:13]([O:12][C:10](=[O:11])[NH:1][C:2]1[CH:7]=[CH:6][CH:5]=[C:4]([CH2:8][OH:9])[CH:3]=1)([CH3:16])([CH3:15])[CH3:14]. (5) Given the reactants [C:1]([C:5]1[CH:44]=[CH:43][C:8]([C:9]([NH:11][C@@H:12]([CH2:16][C:17]2[CH:22]=[CH:21][C:20]([C:23]3[N:28]=[CH:27][C:26]([C:29]4[CH:34]=[CH:33][C:32]([O:35][CH2:36][CH2:37][CH2:38][CH2:39][CH2:40][CH2:41][CH3:42])=[CH:31][CH:30]=4)=[CH:25][N:24]=3)=[CH:19][CH:18]=2)[C:13](O)=[O:14])=[O:10])=[CH:7][CH:6]=1)([CH3:4])([CH3:3])[CH3:2].[NH4+].[Cl-].CC[N:49](C(C)C)C(C)C.CN(C(ON1N=NC2C=CC=NC1=2)=[N+](C)C)C.F[P-](F)(F)(F)(F)F, predict the reaction product. The product is: [NH2:49][C:13](=[O:14])[C@@H:12]([NH:11][C:9](=[O:10])[C:8]1[CH:43]=[CH:44][C:5]([C:1]([CH3:2])([CH3:3])[CH3:4])=[CH:6][CH:7]=1)[CH2:16][C:17]1[CH:18]=[CH:19][C:20]([C:23]2[N:24]=[CH:25][C:26]([C:29]3[CH:30]=[CH:31][C:32]([O:35][CH2:36][CH2:37][CH2:38][CH2:39][CH2:40][CH2:41][CH3:42])=[CH:33][CH:34]=3)=[CH:27][N:28]=2)=[CH:21][CH:22]=1. (6) Given the reactants [Cl:1][C:2]1[CH:3]=[C:4]([CH:28]=[CH:29][C:30]=1[F:31])[CH2:5][N:6]1[C:11](=[O:12])[C:10]2[C:13]([O:22][CH3:23])=[C:14]3[C:19](=[O:20])[N:18]([CH3:21])[CH2:17][CH2:16][N:15]3[C:9]=2[C:8]([S:24]([OH:27])(=O)=[O:25])=[N:7]1.[CH3:32][N:33](C=O)[CH3:34].S(Cl)(Cl)=O, predict the reaction product. The product is: [Cl:1][C:2]1[CH:3]=[C:4]([CH:28]=[CH:29][C:30]=1[F:31])[CH2:5][N:6]1[C:11](=[O:12])[C:10]2[C:13]([O:22][CH3:23])=[C:14]3[C:19](=[O:20])[N:18]([CH3:21])[CH2:17][CH2:16][N:15]3[C:9]=2[C:8]([S:24]([N:33]([CH3:34])[CH3:32])(=[O:25])=[O:27])=[N:7]1. (7) Given the reactants C([O:3][C:4](=[O:22])[CH2:5][CH:6]([C:13]1[CH:14]=[C:15]2[C:19](=[CH:20][CH:21]=1)[NH:18][CH:17]=[CH:16]2)[C:7]1[CH:12]=[CH:11][CH:10]=[CH:9][CH:8]=1)C.O.[OH-].[K+], predict the reaction product. The product is: [NH:18]1[C:19]2[C:15](=[CH:14][C:13]([CH:6]([C:7]3[CH:8]=[CH:9][CH:10]=[CH:11][CH:12]=3)[CH2:5][C:4]([OH:22])=[O:3])=[CH:21][CH:20]=2)[CH:16]=[CH:17]1. (8) Given the reactants Br[CH2:2][C:3]1[CH:8]=[CH:7][C:6]([CH2:9][CH2:10][N:11]2[CH:16]=[CH:15][C:14]([CH2:17][CH2:18][C:19]3[CH:24]=[CH:23][CH:22]=[CH:21][CH:20]=3)=[CH:13][C:12]2=[O:25])=[CH:5][CH:4]=1.N1CCCC1.CN(C=[O:35])C, predict the reaction product. The product is: [OH:35][CH2:2][C:3]1[CH:8]=[CH:7][C:6]([CH2:9][CH2:10][N:11]2[CH:16]=[CH:15][C:14]([CH2:17][CH2:18][C:19]3[CH:24]=[CH:23][CH:22]=[CH:21][CH:20]=3)=[CH:13][C:12]2=[O:25])=[CH:5][CH:4]=1. (9) Given the reactants [Br:1][C:2]1[CH:3]=[C:4]2[C:8](=[CH:9][CH:10]=1)[C:7](=O)[CH2:6][CH2:5]2.C([O:16][N:17]=O)(C)(C)C.C([OH:21])C, predict the reaction product. The product is: [Br:1][C:2]1[CH:3]=[C:4]2[C:8]([CH2:7][C:6](=[O:21])[C:5]2=[N:17][OH:16])=[CH:9][CH:10]=1.